From a dataset of Experimentally validated miRNA-target interactions with 360,000+ pairs, plus equal number of negative samples. Binary Classification. Given a miRNA mature sequence and a target amino acid sequence, predict their likelihood of interaction. (1) The miRNA is hsa-miR-765 with sequence UGGAGGAGAAGGAAGGUGAUG. The protein sequence of the target gene is MGDWSFLGNFLEEVHKHSTVVGKVWLTVLFIFRMLVLGTAAESSWGDEQADFRCDTIQPGCQNVCYDQAFPISHIRYWVLQIIFVSTPSLVYMGHAMHTVRMQEKRKLREAERAKEVRGSGSYEYPVAEKAELSCWEEGNGRIALQGTLLNTYVCSILIRTTMEVGFIVGQYFIYGIFLTTLHVCRRSPCPHPVNCYVSRPTEKNVFIVFMLAVAALSLLLSLAELYHLGWKKIRQRFVKPRQHMAKCQLSGPSVGIVQSCTPPPDFNQCLENGPGGKFFNPFSNNMASQQNTDNLVTEQ.... Result: 0 (no interaction). (2) The protein sequence of the target gene is MLPPAIHFYLLPLACILMKSCLAFKNDATEILYSHVVKPVPAHPSSNSTLNQARNGGRHFSNTGLDRNTRVQVGCRELRSTKYISDGQCTSISPLKELVCAGECLPLPVLPNWIGGGYGTKYWSRRSSQEWRCVNDKTRTQRIQLQCQDGSTRTYKITVVTACKCKRYTRQHNESSHNFESMSPAKPVQHHRERKRASKSSKHSMS. Result: 0 (no interaction). The miRNA is hsa-miR-301a-5p with sequence GCUCUGACUUUAUUGCACUACU. (3) The miRNA is hsa-miR-513c-3p with sequence UAAAUUUCACCUUUCUGAGAAGA. The protein sequence of the target gene is MESLSPGGPPGHPYQGEASTCWQLTVRVLEARNLRWADLLSEADPYVILQLSTAPGMKFKTKTLTDTSHPVWNEAFRFLIQSQVKNVLELSIYDEDSVTEDDICFKVLYDISEVLPGKLLRKTFSQSPQGEEELDVEFLMEETSDRPENLITNKVIVARELSCLDVHLDSTGSTAVVADQDKLELELVLKGSYEDTQTSFLGTASAFRFHYMAALETELSGRLRSSRSNGWNGDNSAGYLTVPLRPLTIGKEVTMDVPAPNAPGVRLQLKAEGCPEELAVHLGFNLCAEEQAFLSRRKQV.... Result: 1 (interaction).